From a dataset of Full USPTO retrosynthesis dataset with 1.9M reactions from patents (1976-2016). Predict the reactants needed to synthesize the given product. (1) Given the product [Cl:40][C:41]1[CH:46]=[CH:45][CH:44]=[CH:43][C:42]=1[CH:47]([N:57]([CH3:55])[C:4]([C:6]1[CH2:7][N:8]([CH2:32][C:33]2[CH:38]=[CH:37][CH:36]=[CH:35][CH:34]=2)[CH2:9][CH2:10][C:11]=1[C:12]1[CH:17]=[CH:16][C:15]([O:18][CH2:19][CH2:20][CH2:21][O:22][CH2:23][C:24]2[CH:29]=[CH:28][CH:27]=[CH:26][C:25]=2[O:30][CH3:31])=[CH:14][CH:13]=1)=[O:3])[CH3:48], predict the reactants needed to synthesize it. The reactants are: C([O:3][C:4]([C:6]1[CH2:7][N:8]([CH2:32][C:33]2[CH:38]=[CH:37][CH:36]=[CH:35][CH:34]=2)[CH2:9][CH2:10][C:11]=1[C:12]1[CH:17]=[CH:16][C:15]([O:18][CH2:19][CH2:20][CH2:21][O:22][CH2:23][C:24]2[CH:29]=[CH:28][CH:27]=[CH:26][C:25]=2[O:30][CH3:31])=[CH:14][CH:13]=1)=O)C.Cl.[Cl:40][C:41]1[CH:46]=[CH:45][CH:44]=[CH:43][C:42]=1[CH2:47][CH2:48]NC.C1C=CC2N(O)N=[N:57][C:55]=2C=1.CCN=C=NCCCN(C)C.Cl. (2) Given the product [NH2:26][C:25]1[N:12]([C:13]2[CH:14]=[C:15]([CH:20]=[CH:21][CH:22]=2)[C:16]([OH:18])=[O:17])[CH:11]=[C:10]([C:7]2[CH:8]=[CH:9][C:4]([CH:1]([CH3:3])[CH3:2])=[CH:5][CH:6]=2)[N:24]=1, predict the reactants needed to synthesize it. The reactants are: [CH:1]([C:4]1[CH:9]=[CH:8][C:7]([C:10](=O)[CH2:11][NH:12][C:13]2[CH:14]=[C:15]([CH:20]=[CH:21][CH:22]=2)[C:16]([O:18]C)=[O:17])=[CH:6][CH:5]=1)([CH3:3])[CH3:2].[N:24]#[C:25][NH2:26].[OH-].[Na+]. (3) Given the product [F:24][C:2]1([F:1])[CH2:6][N:5]([C:7]2[CH:12]=[CH:11][N:10]3[N:13]=[CH:14][C:15]([NH:16][C:30]([N:32]4[CH2:33][CH:34]([OH:42])[CH2:36]4)=[O:31])=[C:9]3[N:8]=2)[C@@H:4]([C:17]2[CH:22]=[CH:21][CH:20]=[C:19]([F:23])[CH:18]=2)[CH2:3]1, predict the reactants needed to synthesize it. The reactants are: [F:1][C:2]1([F:24])[CH2:6][N:5]([C:7]2[CH:12]=[CH:11][N:10]3[N:13]=[CH:14][C:15]([NH2:16])=[C:9]3[N:8]=2)[C@@H:4]([C:17]2[CH:22]=[CH:21][CH:20]=[C:19]([F:23])[CH:18]=2)[CH2:3]1.C1N=CN([C:30]([N:32]2[CH:36]=N[CH:34]=[CH:33]2)=[O:31])C=1.Cl.N1CC([OH:42])C1.CCN(C(C)C)C(C)C. (4) Given the product [CH3:14][NH:15][S:10]([C:7]1[CH:8]=[CH:9][C:4]([N+:1]([O-:3])=[O:2])=[CH:5][CH:6]=1)(=[O:12])=[O:11], predict the reactants needed to synthesize it. The reactants are: [N+:1]([C:4]1[CH:9]=[CH:8][C:7]([S:10](Cl)(=[O:12])=[O:11])=[CH:6][CH:5]=1)([O-:3])=[O:2].[CH3:14][NH2:15]. (5) Given the product [CH3:11][O:10][C:3]1[CH:4]=[C:5]([C:6]#[N:7])[CH:8]=[CH:9][C:2]=1[C:17]1[CH:18]=[CH:19][C:14]([C:13]([F:24])([F:23])[F:12])=[CH:15][CH:16]=1, predict the reactants needed to synthesize it. The reactants are: Br[C:2]1[CH:9]=[CH:8][C:5]([C:6]#[N:7])=[CH:4][C:3]=1[O:10][CH3:11].[F:12][C:13]([F:24])([F:23])[C:14]1[CH:19]=[CH:18][C:17](B(O)O)=[CH:16][CH:15]=1.[F-].[K+].